Dataset: Catalyst prediction with 721,799 reactions and 888 catalyst types from USPTO. Task: Predict which catalyst facilitates the given reaction. (1) Reactant: N[C:2]1([N+:20]([O-])=O)[C:9]([NH:10][C:11]2[CH:16]=[CH:15][C:14]([O:17][CH2:18][CH3:19])=[CH:13][N:12]=2)=[CH:8][CH:7]=[C:4]([C:5]#[N:6])[CH2:3]1.[C:23](O)(=O)C.C(N)=N. Product: [CH2:18]([O:17][C:14]1[CH:15]=[CH:16][C:11]([N:10]2[C:9]3[CH:8]=[CH:7][C:4]([C:5]#[N:6])=[CH:3][C:2]=3[N:20]=[CH:23]2)=[N:12][CH:13]=1)[CH3:19]. The catalyst class is: 8. (2) Reactant: [N+:1]([C:4]1[C:5]([N+:11]([O-:13])=[O:12])=[C:6]([OH:10])[CH:7]=[CH:8][CH:9]=1)([O-:3])=[O:2].[H-].[Na+:15]. Product: [N+:1]([C:4]1[C:5]([N+:11]([O-:13])=[O:12])=[C:6]([O-:10])[CH:7]=[CH:8][CH:9]=1)([O-:3])=[O:2].[Na+:15]. The catalyst class is: 1. (3) Reactant: [Cl:1][C:2]1[CH:7]=[C:6]([O:8][CH3:9])[CH:5]=[C:4]([Cl:10])[C:3]=1[C:11]([C:13]1[CH:18]=[CH:17][C:16]([Cl:19])=[CH:15][C:14]=1[Cl:20])=[O:12].[BH4-].[Na+]. Product: [Cl:1][C:2]1[CH:7]=[C:6]([O:8][CH3:9])[CH:5]=[C:4]([Cl:10])[C:3]=1[CH:11]([C:13]1[CH:18]=[CH:17][C:16]([Cl:19])=[CH:15][C:14]=1[Cl:20])[OH:12]. The catalyst class is: 5. (4) Reactant: [NH:1]1[C:9]2[C:4](=[CH:5][CH:6]=[CH:7][CH:8]=2)[C:3](/[CH:10]=[C:11]2\[O:12][C:13]3[C:20]([CH2:21][N:22]4[CH2:27][CH2:26][N:25](C(OC(C)(C)C)=O)[CH2:24][CH2:23]4)=[C:19]([O:35][CH2:36][C:37]4[CH:42]=[CH:41][CH:40]=[CH:39][CH:38]=4)[CH:18]=[CH:17][C:14]=3[C:15]\2=[O:16])=[N:2]1.FC(F)(F)C(O)=O.O.C(=O)([O-])O.[Na+]. Product: [NH:1]1[C:9]2[C:4](=[CH:5][CH:6]=[CH:7][CH:8]=2)[C:3](/[CH:10]=[C:11]2\[O:12][C:13]3[C:20]([CH2:21][N:22]4[CH2:23][CH2:24][NH:25][CH2:26][CH2:27]4)=[C:19]([O:35][CH2:36][C:37]4[CH:42]=[CH:41][CH:40]=[CH:39][CH:38]=4)[CH:18]=[CH:17][C:14]=3[C:15]\2=[O:16])=[N:2]1. The catalyst class is: 2. (5) Reactant: [CH2:1]([O:3][C:4]1[C:11]([O:12][CH3:13])=[CH:10][C:7]([CH:8]=O)=[CH:6][C:5]=1[O:14][CH3:15])[CH3:2].[ClH:16].CO.C(O[CH:22](OCC)[CH2:23][NH:24][CH2:25][C:26]1[CH:31]=[CH:30][CH:29]=[C:28]([O:32][CH2:33][CH3:34])[C:27]=1[OH:35])C. Product: [ClH:16].[CH2:1]([O:3][C:4]1[C:11]([O:12][CH3:13])=[CH:10][C:7]([CH2:8][C:22]2[C:31]3[C:26](=[C:27]([OH:35])[C:28]([O:32][CH2:33][CH3:34])=[CH:29][CH:30]=3)[CH:25]=[N:24][CH:23]=2)=[CH:6][C:5]=1[O:14][CH3:15])[CH3:2]. The catalyst class is: 14. (6) Product: [CH2:27]([N:34]1[CH2:39][CH2:38][CH2:37][CH:36]([CH:40]([C:8]2[C:7]([Cl:6])=[CH:12][N:11]=[C:10]3[N:13]([Si:16]([CH:23]([CH3:25])[CH3:24])([CH:20]([CH3:22])[CH3:21])[CH:17]([CH3:19])[CH3:18])[CH:14]=[CH:15][C:9]=23)[OH:41])[CH2:35]1)[C:28]1[CH:33]=[CH:32][CH:31]=[CH:30][CH:29]=1. The catalyst class is: 1. Reactant: [Li]CCCC.[Cl:6][C:7]1[C:8](I)=[C:9]2[CH:15]=[CH:14][N:13]([Si:16]([CH:23]([CH3:25])[CH3:24])([CH:20]([CH3:22])[CH3:21])[CH:17]([CH3:19])[CH3:18])[C:10]2=[N:11][CH:12]=1.[CH2:27]([N:34]1[CH2:39][CH2:38][CH2:37][CH:36]([CH:40]=[O:41])[CH2:35]1)[C:28]1[CH:33]=[CH:32][CH:31]=[CH:30][CH:29]=1. (7) Reactant: [CH3:1][N:2]([CH3:27])[C:3](=[O:26])[CH2:4][C:5]1[CH:10]=[C:9]([CH3:11])[CH:8]=[CH:7][C:6]=1[NH:12][C:13]1[CH:18]=[CH:17][C:16]([CH:19]=[CH2:20])=[C:15]([C:21]([F:24])([F:23])[F:22])[C:14]=1[F:25].C([O-])([O-])=O.[Cs+].[Cs+].C1C=CC(P(C2C=CC=CC=2)CCCP(C2C=CC=CC=2)C2C=CC=CC=2)=CC=1. Product: [CH3:27][N:2]([CH3:1])[C:3](=[O:26])[CH2:4][C:5]1[CH:10]=[C:9]([CH3:11])[CH:8]=[CH:7][C:6]=1[NH:12][C:13]1[CH:18]=[CH:17][C:16]([CH2:19][CH3:20])=[C:15]([C:21]([F:22])([F:23])[F:24])[C:14]=1[F:25]. The catalyst class is: 41. (8) Reactant: [CH3:1][C:2]1[NH:10][C:9]2[C:8](=[O:11])[N:7]([CH:12]3[CH2:17][CH2:16][NH:15][CH2:14][CH2:13]3)[C:6](=[O:18])[NH:5][C:4]=2[C:3]=1[C:19]#[N:20].C(N(CC)CC)C.Br[C:29]1[S:30][C:31]([C:34]([O:36][CH3:37])=[O:35])=[CH:32][N:33]=1. Product: [C:19]([C:3]1[C:4]2[NH:5][C:6](=[O:18])[N:7]([CH:12]3[CH2:13][CH2:14][N:15]([C:29]4[S:30][C:31]([C:34]([O:36][CH3:37])=[O:35])=[CH:32][N:33]=4)[CH2:16][CH2:17]3)[C:8](=[O:11])[C:9]=2[NH:10][C:2]=1[CH3:1])#[N:20]. The catalyst class is: 39. (9) Reactant: Cl.[NH:2]1[CH2:7][CH2:6][CH:5]([O:8][CH2:9][C:10]([O:12]C)=[O:11])[CH2:4][CH2:3]1.[OH-].[Na+].[C:16](O[C:16]([O:18][C:19]([CH3:22])([CH3:21])[CH3:20])=[O:17])([O:18][C:19]([CH3:22])([CH3:21])[CH3:20])=[O:17].Cl. The catalyst class is: 1. Product: [C:19]([O:18][C:16]([N:2]1[CH2:3][CH2:4][CH:5]([O:8][CH2:9][C:10]([OH:12])=[O:11])[CH2:6][CH2:7]1)=[O:17])([CH3:22])([CH3:21])[CH3:20].